The task is: Regression/Classification. Given a drug SMILES string, predict its toxicity properties. Task type varies by dataset: regression for continuous values (e.g., LD50, hERG inhibition percentage) or binary classification for toxic/non-toxic outcomes (e.g., AMES mutagenicity, cardiotoxicity, hepatotoxicity). Dataset: herg_karim.. This data is from hERG potassium channel inhibition data for cardiac toxicity prediction from Karim et al.. (1) The drug is Cc1ccc(CCOCc2cccc(COCCc3ccc(C)cc3)[n+]2C)cc1. The result is 1 (blocker). (2) The result is 1 (blocker). The drug is COc1ccc(CN2CCC(NC(=O)C3=CC(=O)c4ccc(F)cc4C3)CC2)cc1. (3) The compound is Cc1n[nH]cc1-c1cc(C(F)(F)F)cc(S(=O)(=O)N2CCN(C(=O)[C@@H]3C[C@H]3c3ccc(C(F)(F)F)cc3)CC2)c1. The result is 1 (blocker). (4) The compound is C[N+]1CC[N+](CCCN2c3ccccc3Sc3ccc(C(F)(F)F)cc32)CC1. The result is 1 (blocker). (5) The compound is CC[C@@H]1CN2CCc3cc(OC)c(OC)cc3[C@H]2C[C@H]1CC1=NCCc2cc(OC)c(OC)cc21. The result is 0 (non-blocker). (6) The drug is CC(C)CN1CC2CN(CC(C)C)CC(C1)C21CCCCC1. The result is 0 (non-blocker).